Dataset: Forward reaction prediction with 1.9M reactions from USPTO patents (1976-2016). Task: Predict the product of the given reaction. (1) Given the reactants [F:1][C:2]1[C:7]([F:8])=[CH:6][CH:5]=[CH:4][C:3]=1[C@:9]12[CH2:17][O:16][C@H:15]([CH2:18][OH:19])[C@H:14]1[CH2:13][S:12][C:11]([NH:20][C:21](=[O:28])[C:22]1[CH:27]=[CH:26][CH:25]=[CH:24][CH:23]=1)=[N:10]2.CC(OI1(OC(C)=O)(OC(C)=O)OC(=O)C2C1=CC=CC=2)=O.C([O-])(O)=O.[Na+], predict the reaction product. The product is: [F:1][C:2]1[C:7]([F:8])=[CH:6][CH:5]=[CH:4][C:3]=1[C@:9]12[CH2:17][O:16][C@H:15]([CH:18]=[O:19])[C@H:14]1[CH2:13][S:12][C:11]([NH:20][C:21](=[O:28])[C:22]1[CH:23]=[CH:24][CH:25]=[CH:26][CH:27]=1)=[N:10]2. (2) Given the reactants C(OC([N:8]1[CH2:13][CH2:12][CH:11]([CH2:14][CH2:15][C:16]2[S:17][CH:18]=[CH:19][C:20]=2[S:21]([CH3:24])(=[O:23])=[O:22])[CH2:10][CH2:9]1)=O)(C)(C)C.[ClH:25], predict the reaction product. The product is: [ClH:25].[CH3:24][S:21]([C:20]1[CH:19]=[CH:18][S:17][C:16]=1[CH2:15][CH2:14][CH:11]1[CH2:12][CH2:13][NH:8][CH2:9][CH2:10]1)(=[O:22])=[O:23]. (3) Given the reactants [CH3:1][S:2]([O:5][CH2:6][CH2:7]C#C)(=[O:4])=[O:3].C[S-].[Na+].[OH:13][OH:14].[C:15](O)(=O)[CH3:16].[CH2:19](O)[CH3:20], predict the reaction product. The product is: [C:6]([O:13][OH:14])(=[O:5])[CH3:7].[CH3:1][S:2]([CH2:19][CH2:20][C:15]#[CH:16])(=[O:4])=[O:3]. (4) Given the reactants C1(P(C2C=CC=CC=2)C2C=CC=CC=2)C=CC=CC=1.[I:20]I.N1C=CN=C1.[CH3:27][O:28][C:29](=[O:54])[CH2:30][C:31]1[C:39]2[C:34](=[N:35][CH:36]=[CH:37][CH:38]=2)[N:33]([CH2:40][CH:41](O)[C:42]2[CH:47]=[CH:46][C:45]([S:48]([CH3:51])(=[O:50])=[O:49])=[CH:44][CH:43]=2)[C:32]=1[CH3:53], predict the reaction product. The product is: [CH3:27][O:28][C:29](=[O:54])[CH2:30][C:31]1[C:39]2[C:34](=[N:35][CH:36]=[CH:37][CH:38]=2)[N:33]([CH2:40][CH:41]([I:20])[C:42]2[CH:47]=[CH:46][C:45]([S:48]([CH3:51])(=[O:50])=[O:49])=[CH:44][CH:43]=2)[C:32]=1[CH3:53]. (5) Given the reactants [F:1][C:2]1[CH:7]=[CH:6][C:5]([B:8]2[O:12][C:11]([CH3:14])([CH3:13])[C:10]([CH3:16])([CH3:15])[O:9]2)=[CH:4][C:3]=1[S:17](Cl)(=[O:19])=[O:18].[NH3:21], predict the reaction product. The product is: [F:1][C:2]1[CH:7]=[CH:6][C:5]([B:8]2[O:12][C:11]([CH3:14])([CH3:13])[C:10]([CH3:16])([CH3:15])[O:9]2)=[CH:4][C:3]=1[S:17]([NH2:21])(=[O:19])=[O:18]. (6) Given the reactants [CH:1](=[N:8][N:9]1[C:21]2[C:20]3[CH:19]=[CH:18][CH:17]=[CH:16][C:15]=3[N:14]=[CH:13][C:12]=2[N:11]=[C:10]1[CH2:22][CH2:23][CH2:24][CH3:25])[C:2]1[CH:7]=[CH:6][CH:5]=[CH:4][CH:3]=1.[BH4-].[Na+], predict the reaction product. The product is: [CH2:1]([NH:8][N:9]1[C:21]2[C:20]3[CH:19]=[CH:18][CH:17]=[CH:16][C:15]=3[N:14]=[CH:13][C:12]=2[N:11]=[C:10]1[CH2:22][CH2:23][CH2:24][CH3:25])[C:2]1[CH:7]=[CH:6][CH:5]=[CH:4][CH:3]=1. (7) Given the reactants [C:1](Cl)([C:3](Cl)=O)=[O:2].CN(C=O)C.[F:12][C:13]1[CH:14]=[C:15]2[C:19](=[C:20]([C:22]#[N:23])[CH:21]=1)[NH:18][CH:17]=C2.CCOC(C)=O, predict the reaction product. The product is: [F:12][C:13]1[CH:14]=[C:15]2[C:19](=[C:20]([C:22]#[N:23])[CH:21]=1)[NH:18][CH:17]=[C:3]2[CH:1]=[O:2].